From a dataset of Reaction yield outcomes from USPTO patents with 853,638 reactions. Predict the reaction yield, written as a fraction of the theoretical maximum amount of product (1.0 means a 100% yield; for example, 0.34 means a 34% yield). (1) The reactants are Cl[C:2]1[N:7]=[C:6]([C:8]2[CH:13]=[CH:12][CH:11]=[C:10]([Cl:14])[CH:9]=2)[N:5]=[C:4]([C:15]2[CH:20]=[CH:19][CH:18]=[C:17]([Cl:21])[CH:16]=2)[N:3]=1.[C:22]1([C:31]2[CH:36]=[CH:35][CH:34]=[CH:33][CH:32]=2)[CH:27]=[CH:26][CH:25]=[C:24](B(O)O)[CH:23]=1.C([O-])([O-])=O.[K+].[K+]. The catalyst is COCCOC.O.C1C=CC([P]([Pd]([P](C2C=CC=CC=2)(C2C=CC=CC=2)C2C=CC=CC=2)([P](C2C=CC=CC=2)(C2C=CC=CC=2)C2C=CC=CC=2)[P](C2C=CC=CC=2)(C2C=CC=CC=2)C2C=CC=CC=2)(C2C=CC=CC=2)C2C=CC=CC=2)=CC=1. The product is [C:22]1([C:31]2[CH:32]=[CH:33][CH:34]=[CH:35][CH:36]=2)[CH:27]=[CH:26][CH:25]=[C:24]([C:2]2[N:7]=[C:6]([C:8]3[CH:13]=[CH:12][CH:11]=[C:10]([Cl:14])[CH:9]=3)[N:5]=[C:4]([C:15]3[CH:20]=[CH:19][CH:18]=[C:17]([Cl:21])[CH:16]=3)[N:3]=2)[CH:23]=1. The yield is 0.760. (2) The reactants are Cl[C:2]1[N:7]=[C:6]([C:8]2[N:12]3[CH:13]=[CH:14][CH:15]=[CH:16][C:11]3=[N:10][C:9]=2[C:17]2[CH:18]=[CH:19][C:20]([O:34][CH3:35])=[C:21]([CH:33]=2)[C:22]([NH:24][C:25]2[C:30]([F:31])=[CH:29][CH:28]=[CH:27][C:26]=2[F:32])=[O:23])[CH:5]=[CH:4][N:3]=1.[CH3:36][O:37][C:38]1[CH:44]=[C:43]([CH:45]2[CH2:50][CH2:49][N:48]([CH2:51][CH:52]([CH3:54])C)[CH2:47][CH2:46]2)[CH:42]=[CH:41][C:39]=1[NH2:40].[C:55]1(C)C=CC(S(O)(=O)=O)=CC=1.C[O-].[Na+]. The catalyst is C(Cl)Cl.CC(O)C. The product is [F:32][C:26]1[CH:27]=[CH:28][CH:29]=[C:30]([F:31])[C:25]=1[NH:24][C:22](=[O:23])[C:21]1[CH:33]=[C:17]([C:9]2[N:10]=[C:11]3[CH:16]=[CH:15][CH:14]=[CH:13][N:12]3[C:8]=2[C:6]2[CH:5]=[CH:4][N:3]=[C:2]([NH:40][C:39]3[CH:41]=[C:42]([CH3:55])[C:43]([CH:45]4[CH2:46][CH2:47][N:48]([CH2:51][CH2:52][CH3:54])[CH2:49][CH2:50]4)=[CH:44][C:38]=3[O:37][CH3:36])[N:7]=2)[CH:18]=[CH:19][C:20]=1[O:34][CH3:35]. The yield is 0.400. (3) The reactants are [CH3:1][N:2]1[C:6](=[O:7])[N:5]([C:8]2[C:9]([CH3:21])=[C:10]([CH:15]=[C:16]([N+:18]([O-])=O)[CH:17]=2)[C:11]([O:13][CH3:14])=[O:12])[N:4]=[N:3]1. The catalyst is CO.[Pd]. The product is [NH2:18][C:16]1[CH:17]=[C:8]([N:5]2[C:6](=[O:7])[N:2]([CH3:1])[N:3]=[N:4]2)[C:9]([CH3:21])=[C:10]([CH:15]=1)[C:11]([O:13][CH3:14])=[O:12]. The yield is 1.00. (4) The reactants are [Br:1][C:2]1[CH:7]=[CH:6][C:5]([CH2:8]Br)=[C:4]([Cl:10])[CH:3]=1.[C-:11]#[N:12].[K+]. The catalyst is ClC(Cl)C.O.[Cl-].C([N+](CCCC)(CCCC)CCCC)CCC. The product is [Br:1][C:2]1[CH:7]=[CH:6][C:5]([CH2:8][C:11]#[N:12])=[C:4]([Cl:10])[CH:3]=1. The yield is 0.900. (5) The reactants are Br[C:2]1[CH:19]=[CH:18][C:5]([O:6][C:7]2[CH:16]=[CH:15][C:10]([C:11]([O:13][CH3:14])=[O:12])=[CH:9][C:8]=2[F:17])=[CH:4][C:3]=1[CH:20]=[O:21].CC([O-])=O.[K+].[B:27]1([B:27]2[O:31][C:30]([CH3:33])([CH3:32])[C:29]([CH3:35])([CH3:34])[O:28]2)[O:31][C:30]([CH3:33])([CH3:32])[C:29]([CH3:35])([CH3:34])[O:28]1.CCCCCC.CCOC(C)=O. The catalyst is O1CCOCC1.C1C=CC(P(C2C=CC=CC=2)[C-]2C=CC=C2)=CC=1.C1C=CC(P(C2C=CC=CC=2)[C-]2C=CC=C2)=CC=1.Cl[Pd]Cl.[Fe+2]. The product is [F:17][C:8]1[CH:9]=[C:10]([CH:15]=[CH:16][C:7]=1[O:6][C:5]1[CH:18]=[CH:19][C:2]([B:27]2[O:31][C:30]([CH3:33])([CH3:32])[C:29]([CH3:35])([CH3:34])[O:28]2)=[C:3]([CH:20]=[O:21])[CH:4]=1)[C:11]([O:13][CH3:14])=[O:12]. The yield is 0.840. (6) The reactants are [O:1]1[CH2:3][C@@H:2]1[CH2:4][N:5]1[CH2:10][CH2:9][O:8][CH2:7][CH2:6]1.[NH3:11]. No catalyst specified. The product is [NH2:11][CH2:3][C@@H:2]([OH:1])[CH2:4][N:5]1[CH2:10][CH2:9][O:8][CH2:7][CH2:6]1. The yield is 0.990.